This data is from Full USPTO retrosynthesis dataset with 1.9M reactions from patents (1976-2016). The task is: Predict the reactants needed to synthesize the given product. (1) Given the product [CH2:26]([O:28][C:24]([C:23]1[C:11]2[CH2:10][C@@H:9]3[C:16]([CH3:17])([CH3:18])[C@:13]([CH3:19])([C:12]=2[CH:20]=[CH:21][CH:22]=1)[CH2:14][CH2:15][N:8]3[CH2:1][C:2]1[CH:3]=[CH:4][CH:5]=[CH:6][CH:7]=1)=[O:29])[CH3:27], predict the reactants needed to synthesize it. The reactants are: [CH2:1]([N:8]1[CH2:15][CH2:14][C@:13]2([CH3:19])[C:16]([CH3:18])([CH3:17])[C@H:9]1[CH2:10][C:11]1[C:23]([C:24]#N)=[CH:22][CH:21]=[CH:20][C:12]=12)[C:2]1[CH:7]=[CH:6][CH:5]=[CH:4][CH:3]=1.[CH2:26]([OH:28])[CH3:27].[OH2:29].[OH-].[Na+]. (2) The reactants are: Br[C:2]1[S:6][C:5]([NH:7][S:8]([CH3:11])(=[O:10])=[O:9])=[N:4][C:3]=1[CH2:12][CH:13]1[CH2:18][CH2:17][CH2:16][CH2:15][CH2:14]1.C([O-])([O-])=O.[Cs+].[Cs+].[C:25]([NH:29][S:30]([C:33]1[CH:38]=[CH:37][C:36](B2OC(C)(C)C(C)(C)O2)=[CH:35][C:34]=1[C:48]([F:51])([F:50])[F:49])(=[O:32])=[O:31])([CH3:28])([CH3:27])[CH3:26]. Given the product [C:25]([NH:29][S:30]([C:33]1[CH:38]=[CH:37][C:36]([C:2]2[S:6][C:5]([NH:7][S:8]([CH3:11])(=[O:10])=[O:9])=[N:4][C:3]=2[CH2:12][CH:13]2[CH2:18][CH2:17][CH2:16][CH2:15][CH2:14]2)=[CH:35][C:34]=1[C:48]([F:51])([F:49])[F:50])(=[O:31])=[O:32])([CH3:28])([CH3:26])[CH3:27], predict the reactants needed to synthesize it. (3) Given the product [Cl:10][C:4]1[CH:3]=[C:2]([C:12]([CH3:16])=[CH2:11])[CH:7]=[C:6]([Cl:8])[C:5]=1[Cl:9], predict the reactants needed to synthesize it. The reactants are: Br[C:2]1[CH:3]=[C:4]([Cl:10])[C:5]([Cl:9])=[C:6]([Cl:8])[CH:7]=1.[CH3:11][C:12]1(C)[C:16](C)(C)OB(C(C)=C)O1.C([O-])([O-])=O.[K+].[K+].CC(=O)OCC. (4) The reactants are: [O:1]1[C:10]2[CH:9]=[C:8]([CH2:11][N:12]([CH:20]3[CH2:25][CH2:24][NH:23][CH2:22][CH2:21]3)[C:13](=[O:19])[O:14][C:15]([CH3:18])([CH3:17])[CH3:16])[N:7]=[CH:6][C:5]=2[O:4][CH2:3][CH2:2]1.[CH3:26][O:27][C:28]1[CH:29]=[CH:30][C:31]2[N:36]=[CH:35][C:34](=[O:37])[N:33]([CH2:38][CH:39]=O)[C:32]=2[N:41]=1.C(O[BH-](OC(=O)C)OC(=O)C)(=O)C.[Na+].C(=O)([O-])O.[Na+]. Given the product [O:1]1[C:10]2[CH:9]=[C:8]([CH2:11][N:12]([CH:20]3[CH2:25][CH2:24][N:23]([CH2:39][CH2:38][N:33]4[C:34](=[O:37])[CH:35]=[N:36][C:31]5[CH:30]=[CH:29][C:28]([O:27][CH3:26])=[N:41][C:32]4=5)[CH2:22][CH2:21]3)[C:13](=[O:19])[O:14][C:15]([CH3:18])([CH3:17])[CH3:16])[N:7]=[CH:6][C:5]=2[O:4][CH2:3][CH2:2]1, predict the reactants needed to synthesize it. (5) Given the product [Cl:18][C:19]1[CH:20]=[CH:21][C:22]([C@@H:25]2[CH2:27][C@H:26]2[C:28]([N:10]2[CH2:9][C@H:8]([C:11]3[CH:12]=[CH:13][CH:14]=[CH:15][CH:16]=3)[NH:7][C:6](=[O:17])[C@@H:5]2[CH2:1][CH:2]([CH3:4])[CH3:3])=[O:29])=[CH:23][CH:24]=1, predict the reactants needed to synthesize it. The reactants are: [CH2:1]([C@@H:5]1[NH:10][CH2:9][C@H:8]([C:11]2[CH:16]=[CH:15][CH:14]=[CH:13][CH:12]=2)[NH:7][C:6]1=[O:17])[CH:2]([CH3:4])[CH3:3].[Cl:18][C:19]1[CH:24]=[CH:23][C:22]([C@@H:25]2[CH2:27][C@H:26]2[C:28](O)=[O:29])=[CH:21][CH:20]=1.C([C@@H]1N(C(=O)/C=C/C2C=CC=CC=2)C[C@H](CC(C)C)NC1=O)C(C)C. (6) Given the product [CH2:1]([O:3][C:4]([C:6]1[C:7]([O:16][CH2:17][CH3:18])=[N:8][C:9]([N:20]([CH3:21])[CH3:19])=[N:10][CH:11]=1)=[O:5])[CH3:2], predict the reactants needed to synthesize it. The reactants are: [CH2:1]([O:3][C:4]([C:6]1[C:7]([O:16][CH2:17][CH3:18])=[N:8][C:9](S(C)(=O)=O)=[N:10][CH:11]=1)=[O:5])[CH3:2].[CH3:19][NH:20][CH3:21].